From a dataset of Reaction yield outcomes from USPTO patents with 853,638 reactions. Predict the reaction yield, written as a fraction of the theoretical maximum amount of product (1.0 means a 100% yield; for example, 0.34 means a 34% yield). (1) The reactants are [CH:1]1([NH2:4])[CH2:3][CH2:2]1.C(O)(=O)C.[Cl:9][C:10]1[CH:11]=[CH:12][CH:13]=[C:14]2[C:18]=1[C:17](=O)[CH2:16][CH2:15]2.C([BH3-])#N.[Na+]. The catalyst is CO. The product is [Cl:9][C:10]1[CH:11]=[CH:12][CH:13]=[C:14]2[C:18]=1[CH:17]([NH:4][CH:1]1[CH2:3][CH2:2]1)[CH2:16][CH2:15]2. The yield is 0.800. (2) The reactants are CCN(C(C)C)C(C)C.Cl[C:11]([O:13][CH3:14])=[O:12].[Cl:15][C:16]1[CH:21]=[CH:20][CH:19]=[C:18]([Cl:22])[C:17]=1[N:23]1[CH:32]=[C:26]2[C:27]([NH2:31])=[N:28][CH:29]=[CH:30][C:25]2=[N:24]1. The catalyst is C(Cl)Cl. The product is [CH3:14][O:13][C:11](=[O:12])[NH:31][C:27]1[C:26]2=[CH:32][N:23]([C:17]3[C:18]([Cl:22])=[CH:19][CH:20]=[CH:21][C:16]=3[Cl:15])[N:24]=[C:25]2[CH:30]=[CH:29][N:28]=1. The yield is 0.490. (3) The reactants are Br[CH2:2][C:3]1[C:15]([Cl:16])=[CH:14][C:6]([C:7]([NH:9][S:10]([CH3:13])(=[O:12])=[O:11])=[O:8])=[C:5]([F:17])[CH:4]=1.[CH:18]1[C:27]2[CH2:26][CH2:25][CH2:24][CH2:23][C:22]=2[CH:21]=[CH:20][C:19]=1[OH:28].C([O-])([O-])=O.[K+].[K+]. The catalyst is CC(C)=O. The product is [Cl:16][C:15]1[C:3]([CH2:2][O:28][C:19]2[CH:20]=[CH:21][C:22]3[CH2:23][CH2:24][CH2:25][CH2:26][C:27]=3[CH:18]=2)=[CH:4][C:5]([F:17])=[C:6]([CH:14]=1)[C:7]([NH:9][S:10]([CH3:13])(=[O:12])=[O:11])=[O:8]. The yield is 0.160. (4) The product is [Si:17]([O:5][CH2:4][CH2:3][NH:2][CH3:1])([C:13]([CH3:16])([CH3:15])[CH3:14])([C:24]1[CH:25]=[CH:26][CH:27]=[CH:28][CH:29]=1)[C:18]1[CH:23]=[CH:22][CH:21]=[CH:20][CH:19]=1. The catalyst is C(Cl)Cl.CN(C)C1C=CN=CC=1. The reactants are [CH3:1][NH:2][CH2:3][CH2:4][OH:5].C(N(CC)CC)C.[C:13]([Si:17](Cl)([C:24]1[CH:29]=[CH:28][CH:27]=[CH:26][CH:25]=1)[C:18]1[CH:23]=[CH:22][CH:21]=[CH:20][CH:19]=1)([CH3:16])([CH3:15])[CH3:14]. The yield is 0.530.